Task: Regression. Given two drug SMILES strings and cell line genomic features, predict the synergy score measuring deviation from expected non-interaction effect.. Dataset: NCI-60 drug combinations with 297,098 pairs across 59 cell lines (1) Drug 1: C1CC(C1)(C(=O)O)C(=O)O.[NH2-].[NH2-].[Pt+2]. Drug 2: CC1=C(C=C(C=C1)C(=O)NC2=CC(=CC(=C2)C(F)(F)F)N3C=C(N=C3)C)NC4=NC=CC(=N4)C5=CN=CC=C5. Cell line: DU-145. Synergy scores: CSS=10.8, Synergy_ZIP=0.373, Synergy_Bliss=1.52, Synergy_Loewe=-4.38, Synergy_HSA=0.826. (2) Drug 1: COC1=CC(=CC(=C1O)OC)C2C3C(COC3=O)C(C4=CC5=C(C=C24)OCO5)OC6C(C(C7C(O6)COC(O7)C8=CC=CS8)O)O. Drug 2: C1=CC=C(C(=C1)C(C2=CC=C(C=C2)Cl)C(Cl)Cl)Cl. Cell line: MDA-MB-435. Synergy scores: CSS=2.56, Synergy_ZIP=-2.79, Synergy_Bliss=-0.0635, Synergy_Loewe=-12.0, Synergy_HSA=-2.42. (3) Drug 1: C1CN1P(=S)(N2CC2)N3CC3. Drug 2: CC1C(C(CC(O1)OC2CC(CC3=C2C(=C4C(=C3O)C(=O)C5=C(C4=O)C(=CC=C5)OC)O)(C(=O)CO)O)N)O.Cl. Cell line: OVCAR-4. Synergy scores: CSS=26.2, Synergy_ZIP=4.29, Synergy_Bliss=0.783, Synergy_Loewe=1.14, Synergy_HSA=3.32. (4) Drug 1: C1=NNC2=C1C(=O)NC=N2. Drug 2: CC1CCCC2(C(O2)CC(NC(=O)CC(C(C(=O)C(C1O)C)(C)C)O)C(=CC3=CSC(=N3)C)C)C. Cell line: NCI/ADR-RES. Synergy scores: CSS=9.80, Synergy_ZIP=-0.179, Synergy_Bliss=4.41, Synergy_Loewe=-5.50, Synergy_HSA=1.85. (5) Cell line: T-47D. Synergy scores: CSS=6.21, Synergy_ZIP=0.121, Synergy_Bliss=-0.326, Synergy_Loewe=2.19, Synergy_HSA=1.29. Drug 1: C1CC(=O)NC(=O)C1N2CC3=C(C2=O)C=CC=C3N. Drug 2: COC1=C2C(=CC3=C1OC=C3)C=CC(=O)O2. (6) Drug 1: CC1CCC2CC(C(=CC=CC=CC(CC(C(=O)C(C(C(=CC(C(=O)CC(OC(=O)C3CCCCN3C(=O)C(=O)C1(O2)O)C(C)CC4CCC(C(C4)OC)O)C)C)O)OC)C)C)C)OC. Drug 2: CS(=O)(=O)CCNCC1=CC=C(O1)C2=CC3=C(C=C2)N=CN=C3NC4=CC(=C(C=C4)OCC5=CC(=CC=C5)F)Cl. Cell line: OVCAR-4. Synergy scores: CSS=28.4, Synergy_ZIP=-3.33, Synergy_Bliss=5.80, Synergy_Loewe=-3.30, Synergy_HSA=7.42. (7) Drug 1: CC1CCC2CC(C(=CC=CC=CC(CC(C(=O)C(C(C(=CC(C(=O)CC(OC(=O)C3CCCCN3C(=O)C(=O)C1(O2)O)C(C)CC4CCC(C(C4)OC)O)C)C)O)OC)C)C)C)OC. Drug 2: C(CC(=O)O)C(=O)CN.Cl. Cell line: NCI/ADR-RES. Synergy scores: CSS=9.07, Synergy_ZIP=-3.31, Synergy_Bliss=-5.15, Synergy_Loewe=-14.8, Synergy_HSA=-5.92.